This data is from Full USPTO retrosynthesis dataset with 1.9M reactions from patents (1976-2016). The task is: Predict the reactants needed to synthesize the given product. (1) Given the product [Cl:6][C:7]1[CH:8]=[C:9]2[C:13](=[CH:14][CH:15]=1)[N:12]([CH3:16])[CH:11]=[C:10]2[CH:17]=[O:18], predict the reactants needed to synthesize it. The reactants are: P(Cl)(Cl)(Cl)=O.[Cl:6][C:7]1[CH:8]=[C:9]2[C:13](=[CH:14][CH:15]=1)[N:12]([CH3:16])[CH:11]=[CH:10]2.[C:17](=O)(O)[O-:18].[Na+]. (2) Given the product [Br:1][C:2]1[CH:3]=[CH:4][C:5]([O:33][C:34]([C:37]([OH:39])=[O:38])([CH3:36])[CH3:35])=[C:6]([CH:8]2[CH2:13][C:12](=[O:14])[NH:11][CH:10]([C:15]3[CH:20]=[C:19]([F:21])[CH:18]=[CH:17][C:16]=3[CH3:22])[C:9]32[C:30]2[C:25](=[CH:26][C:27]([Cl:31])=[CH:28][CH:29]=2)[NH:24][C:23]3=[O:32])[CH:7]=1, predict the reactants needed to synthesize it. The reactants are: [Br:1][C:2]1[CH:3]=[CH:4][C:5]([O:33][C:34]([C:37]([O:39]CC)=[O:38])([CH3:36])[CH3:35])=[C:6]([CH:8]2[CH2:13][C:12](=[O:14])[NH:11][CH:10]([C:15]3[CH:20]=[C:19]([F:21])[CH:18]=[CH:17][C:16]=3[CH3:22])[C:9]32[C:30]2[C:25](=[CH:26][C:27]([Cl:31])=[CH:28][CH:29]=2)[NH:24][C:23]3=[O:32])[CH:7]=1.[OH-].[Na+]. (3) Given the product [O:36]([C:32]1[CH:31]=[C:30]([CH:35]=[CH:34][CH:33]=1)[CH2:29][N:26]1[CH:3]=[C:2]([CH2:1][NH:4][C:5](=[O:25])[C:6]2[CH:11]=[CH:10][CH:9]=[N:8][C:7]=2[NH:12][C:13]2[CH:18]=[C:17]([O:19][CH3:20])[C:16]([O:21][CH3:22])=[C:15]([O:23][CH3:24])[CH:14]=2)[N:28]=[N:27]1)[C:37]1[CH:38]=[CH:39][CH:40]=[CH:41][CH:42]=1, predict the reactants needed to synthesize it. The reactants are: [CH2:1]([NH:4][C:5](=[O:25])[C:6]1[CH:11]=[CH:10][CH:9]=[N:8][C:7]=1[NH:12][C:13]1[CH:18]=[C:17]([O:19][CH3:20])[C:16]([O:21][CH3:22])=[C:15]([O:23][CH3:24])[CH:14]=1)[C:2]#[CH:3].[N:26]([CH2:29][C:30]1[CH:35]=[CH:34][CH:33]=[C:32]([O:36][C:37]2[CH:42]=[CH:41][CH:40]=[CH:39][CH:38]=2)[CH:31]=1)=[N+:27]=[N-:28].O.O=C1O[C@H]([C@H](CO)O)C([O-])=C1O.[Na+]. (4) Given the product [CH3:22][C:19]1[CH:20]=[CH:21][C:16]([CH2:15][NH:14][CH2:13][CH:10]2[CH2:11][CH2:12][NH:8][CH2:9]2)=[CH:17][C:18]=1[N+:23]([O-:25])=[O:24], predict the reactants needed to synthesize it. The reactants are: C(OC([N:8]1[CH2:12][CH2:11][CH:10]([CH2:13][NH:14][CH2:15][C:16]2[CH:21]=[CH:20][C:19]([CH3:22])=[C:18]([N+:23]([O-:25])=[O:24])[CH:17]=2)[CH2:9]1)=O)(C)(C)C.Cl. (5) The reactants are: Cl.[CH3:2][NH:3][CH3:4].C(N(CC)CC)C.[Cl:12][CH2:13][CH2:14][CH2:15][S:16](Cl)(=[O:18])=[O:17]. Given the product [CH3:2][N:3]([CH3:4])[S:16]([CH2:15][CH2:14][CH2:13][Cl:12])(=[O:18])=[O:17], predict the reactants needed to synthesize it. (6) Given the product [Br:5][C:6]1[CH:14]=[CH:13][CH:12]=[C:11]2[C:7]=1[CH2:8][CH2:9][N:10]2[S:15]([C:18]1[CH:23]=[C:22]([CH3:24])[CH:21]=[CH:20][C:19]=1[O:25][CH3:26])(=[O:16])=[O:17], predict the reactants needed to synthesize it. The reactants are: [BH3-]C#N.[Na+].[Br:5][C:6]1[CH:14]=[CH:13][CH:12]=[C:11]2[C:7]=1[CH:8]=[CH:9][N:10]2[S:15]([C:18]1[CH:23]=[C:22]([CH3:24])[CH:21]=[CH:20][C:19]=1[O:25][CH3:26])(=[O:17])=[O:16]. (7) The reactants are: [H-].[Na+].[NH:3]1[CH:7]=[C:6]([C:8]#[N:9])[N:5]=[CH:4]1.[CH3:10][Si:11]([CH2:14][CH2:15][O:16][CH2:17]Cl)([CH3:13])[CH3:12]. Given the product [CH3:10][Si:11]([CH3:13])([CH3:12])[CH2:14][CH2:15][O:16][CH2:17][N:3]1[CH:7]=[C:6]([C:8]#[N:9])[N:5]=[CH:4]1, predict the reactants needed to synthesize it.